This data is from Catalyst prediction with 721,799 reactions and 888 catalyst types from USPTO. The task is: Predict which catalyst facilitates the given reaction. (1) The catalyst class is: 205. Product: [CH3:20][Si:21]([C:24]#[C:25][C:2]1[CH:13]=[CH:12][C:5]([CH2:6][N:7]2[CH2:11][CH2:10][CH2:9][CH2:8]2)=[CH:4][CH:3]=1)([CH3:23])[CH3:22]. Reactant: I[C:2]1[CH:13]=[CH:12][C:5]([CH2:6][N:7]2[CH2:11][CH2:10][CH2:9][CH2:8]2)=[CH:4][CH:3]=1.N1CCCCC1.[CH3:20][Si:21]([C:24]#[CH:25])([CH3:23])[CH3:22]. (2) Reactant: [NH2:1][C:2]1[C:11]2[C:6](=[CH:7][C:8]([C:12]([OH:14])=O)=[CH:9][CH:10]=2)[C:5]([Cl:15])=[CH:4][N:3]=1.Cl.[F:17][C:18]1([F:22])[CH2:21][NH:20][CH2:19]1.CN(C(ON1N=NC2C=CC=NC1=2)=[N+](C)C)C.F[P-](F)(F)(F)(F)F.CCN(C(C)C)C(C)C. Product: [Cl:15][C:5]1[C:6]2[C:11](=[CH:10][CH:9]=[C:8]([C:12]([N:20]3[CH2:21][C:18]([F:22])([F:17])[CH2:19]3)=[O:14])[CH:7]=2)[C:2]([NH2:1])=[N:3][CH:4]=1. The catalyst class is: 9.